The task is: Predict the product of the given reaction.. This data is from Forward reaction prediction with 1.9M reactions from USPTO patents (1976-2016). Given the reactants F[C:2]1[CH:10]=[CH:9][C:5]([C:6]([OH:8])=[O:7])=[CH:4][C:3]=1[NH:11][C:12](=O)[CH2:13][O:14][CH3:15].COC1C=CC(P2(SP(C3C=CC(OC)=CC=3)(=S)S2)=[S:26])=CC=1.[C:39]1([CH3:46])C(C)=CC=CC=1, predict the reaction product. The product is: [CH2:39]([O:8][C:6]([C:5]1[CH:9]=[CH:10][C:2]2[S:26][C:12]([CH2:13][O:14][CH3:15])=[N:11][C:3]=2[CH:4]=1)=[O:7])[CH3:46].